This data is from Catalyst prediction with 721,799 reactions and 888 catalyst types from USPTO. The task is: Predict which catalyst facilitates the given reaction. (1) Reactant: [C:1]([BH3-])#[N:2].[Na+].[OH:5][CH2:6][CH2:7][O:8][CH2:9][CH2:10][O:11][CH2:12][CH2:13][O:14][C:15]1[CH:20]=[CH:19][C:18](/[CH:21]=[CH:22]/[C:23]2[CH:28]=[CH:27][C:26](N)=[CH:25][CH:24]=2)=[CH:17][N:16]=1.C=O.[C:32](=O)(O)[O-].[Na+]. Product: [OH:5][CH2:6][CH2:7][O:8][CH2:9][CH2:10][O:11][CH2:12][CH2:13][O:14][C:15]1[CH:20]=[CH:19][C:18](/[CH:21]=[CH:22]/[C:23]2[CH:28]=[CH:27][C:26]([N:2]([CH3:1])[CH3:32])=[CH:25][CH:24]=2)=[CH:17][N:16]=1. The catalyst class is: 15. (2) Reactant: [NH2:1][C@H:2]([C:4]([OH:6])=[O:5])[CH3:3].C(N(CC)CC)C.C[Si](Cl)(C)C.[CH:19]1([C:24](Cl)=[O:25])[CH2:23][CH2:22][CH2:21][CH2:20]1. Product: [CH:19]1([C:24]([NH:1][C@H:2]([C:4]([OH:6])=[O:5])[CH3:3])=[O:25])[CH2:23][CH2:22][CH2:21][CH2:20]1. The catalyst class is: 46.